Dataset: Forward reaction prediction with 1.9M reactions from USPTO patents (1976-2016). Task: Predict the product of the given reaction. (1) Given the reactants [CH3:1][S:2](Cl)(=[O:4])=[O:3].[CH:6]([C@@H:19]1[O:24][CH2:23][C@@H:22]([OH:25])[CH2:21][CH2:20]1)([C:13]1[CH:18]=[CH:17][CH:16]=[CH:15][CH:14]=1)[C:7]1[CH:12]=[CH:11][CH:10]=[CH:9][CH:8]=1.C(N(CC)CC)C, predict the reaction product. The product is: [CH:6]([C@@H:19]1[O:24][CH2:23][C@@H:22]([O:25][S:2]([CH3:1])(=[O:4])=[O:3])[CH2:21][CH2:20]1)([C:13]1[CH:18]=[CH:17][CH:16]=[CH:15][CH:14]=1)[C:7]1[CH:8]=[CH:9][CH:10]=[CH:11][CH:12]=1. (2) Given the reactants [C:1]1([C:10]2[CH:15]=[CH:14][CH:13]=[CH:12][CH:11]=2)[C:2]([C:7]([OH:9])=O)=[CH:3][CH:4]=[CH:5][CH:6]=1.C1C=CC2N(O)N=NC=2C=1.CCN=C=NCCCN(C)C.Cl.[N:38]1[CH:43]=[CH:42][CH:41]=[CH:40][C:39]=1[CH2:44][C:45]1[CH:50]=[CH:49][C:48]([NH2:51])=[CH:47][CH:46]=1, predict the reaction product. The product is: [N:38]1[CH:43]=[CH:42][CH:41]=[CH:40][C:39]=1[CH2:44][C:45]1[CH:46]=[CH:47][C:48]([NH:51][C:7]([C:2]2[C:1]([C:10]3[CH:15]=[CH:14][CH:13]=[CH:12][CH:11]=3)=[CH:6][CH:5]=[CH:4][CH:3]=2)=[O:9])=[CH:49][CH:50]=1. (3) Given the reactants [Cl:1][C:2]1[CH:3]=[CH:4][C:5]([NH:8][C:9](=[O:35])[C:10]2[CH:15]=[CH:14][CH:13]=[CH:12][C:11]=2[NH:16][C:17](=[O:34])[C:18]2[CH:23]=[CH:22][C:21]([N:24]([CH3:26])[CH3:25])=[CH:20][C:19]=2[O:27][CH:28]2[CH2:33][CH2:32][NH:31][CH2:30][CH2:29]2)=[N:6][CH:7]=1.[CH3:36][C:37]([CH3:39])=O.CC(O)=O.CO.[BH3-]C#N.[Na+].CO, predict the reaction product. The product is: [ClH:1].[Cl:1][C:2]1[CH:3]=[CH:4][C:5]([NH:8][C:9](=[O:35])[C:10]2[CH:15]=[CH:14][CH:13]=[CH:12][C:11]=2[NH:16][C:17](=[O:34])[C:18]2[CH:23]=[CH:22][C:21]([N:24]([CH3:26])[CH3:25])=[CH:20][C:19]=2[O:27][CH:28]2[CH2:33][CH2:32][N:31]([CH:37]([CH3:39])[CH3:36])[CH2:30][CH2:29]2)=[N:6][CH:7]=1. (4) The product is: [C:1]([O:5][C:6]([NH:8][C@H:9]([C:14]([N:16]1[C@@H:23]([C:24]#[CH:25])[CH2:22][CH2:21][C@H:17]1[C:18]([NH2:27])=[O:19])=[O:15])[CH2:10][CH:11]([CH3:13])[CH3:12])=[O:7])([CH3:3])([CH3:4])[CH3:2]. Given the reactants [C:1]([O:5][C:6]([NH:8][C@H:9]([C:14]([N:16]1[C@@H:23]([C:24]#[CH:25])[CH2:22][CH2:21][C@H:17]1[C:18](O)=[O:19])=[O:15])[CH2:10][CH:11]([CH3:13])[CH3:12])=[O:7])([CH3:4])([CH3:3])[CH3:2].C[N:27]1CCOCC1.ClC(OCC(C)C)=O.N.Cl, predict the reaction product. (5) Given the reactants [NH:1]1[C:9]2[C:4](=[CH:5][CH:6]=[CH:7][CH:8]=2)[CH:3]=[CH:2]1.[Cl-].C([Al+]CC)C.CCCCCC.[C:22]1([CH2:28][C:29](Cl)=[O:30])[CH:27]=[CH:26][CH:25]=[CH:24][CH:23]=1, predict the reaction product. The product is: [NH:1]1[C:9]2[C:4](=[CH:5][CH:6]=[CH:7][CH:8]=2)[C:3]([C:29](=[O:30])[CH2:28][C:22]2[CH:27]=[CH:26][CH:25]=[CH:24][CH:23]=2)=[CH:2]1. (6) Given the reactants N#N.[C:3]([C:6]1[CH:7]=[C:8]([CH:18]=[CH:19][CH:20]=1)[CH2:9][C:10]1[O:11][CH:12]=[C:13]([C:15](O)=[O:16])[N:14]=1)(=[O:5])[CH3:4].CN(C=O)C.C(Cl)(=O)C([Cl:29])=O, predict the reaction product. The product is: [C:3]([C:6]1[CH:7]=[C:8]([CH:18]=[CH:19][CH:20]=1)[CH2:9][C:10]1[O:11][CH:12]=[C:13]([C:15]([Cl:29])=[O:16])[N:14]=1)(=[O:5])[CH3:4].